Regression. Given two drug SMILES strings and cell line genomic features, predict the synergy score measuring deviation from expected non-interaction effect. From a dataset of NCI-60 drug combinations with 297,098 pairs across 59 cell lines. (1) Drug 1: CC1=C2C(C(=O)C3(C(CC4C(C3C(C(C2(C)C)(CC1OC(=O)C(C(C5=CC=CC=C5)NC(=O)C6=CC=CC=C6)O)O)OC(=O)C7=CC=CC=C7)(CO4)OC(=O)C)O)C)OC(=O)C. Drug 2: CN(CCCl)CCCl.Cl. Cell line: CAKI-1. Synergy scores: CSS=21.2, Synergy_ZIP=-1.19, Synergy_Bliss=17.1, Synergy_Loewe=-4.67, Synergy_HSA=-0.578. (2) Drug 1: CC12CCC3C(C1CCC2O)C(CC4=C3C=CC(=C4)O)CCCCCCCCCS(=O)CCCC(C(F)(F)F)(F)F. Drug 2: CC(C)(C#N)C1=CC(=CC(=C1)CN2C=NC=N2)C(C)(C)C#N. Cell line: SF-295. Synergy scores: CSS=-3.38, Synergy_ZIP=3.12, Synergy_Bliss=0.451, Synergy_Loewe=-6.22, Synergy_HSA=-3.40. (3) Drug 1: CC1=C(N=C(N=C1N)C(CC(=O)N)NCC(C(=O)N)N)C(=O)NC(C(C2=CN=CN2)OC3C(C(C(C(O3)CO)O)O)OC4C(C(C(C(O4)CO)O)OC(=O)N)O)C(=O)NC(C)C(C(C)C(=O)NC(C(C)O)C(=O)NCCC5=NC(=CS5)C6=NC(=CS6)C(=O)NCCC[S+](C)C)O. Drug 2: C(CCl)NC(=O)N(CCCl)N=O. Cell line: K-562. Synergy scores: CSS=37.3, Synergy_ZIP=3.19, Synergy_Bliss=4.40, Synergy_Loewe=-32.4, Synergy_HSA=8.49. (4) Drug 1: CC(C1=C(C=CC(=C1Cl)F)Cl)OC2=C(N=CC(=C2)C3=CN(N=C3)C4CCNCC4)N. Drug 2: C1CCC(C(C1)N)N.C(=O)(C(=O)[O-])[O-].[Pt+4]. Cell line: LOX IMVI. Synergy scores: CSS=17.3, Synergy_ZIP=-0.278, Synergy_Bliss=0.758, Synergy_Loewe=2.57, Synergy_HSA=3.27. (5) Drug 1: C1CC(=O)NC(=O)C1N2C(=O)C3=CC=CC=C3C2=O. Drug 2: C1C(C(OC1N2C=NC(=NC2=O)N)CO)O. Cell line: NCI-H522. Synergy scores: CSS=4.76, Synergy_ZIP=-0.725, Synergy_Bliss=0.318, Synergy_Loewe=-9.65, Synergy_HSA=-2.55. (6) Drug 1: CN(C)N=NC1=C(NC=N1)C(=O)N. Drug 2: CCCCCOC(=O)NC1=NC(=O)N(C=C1F)C2C(C(C(O2)C)O)O. Cell line: SNB-75. Synergy scores: CSS=1.96, Synergy_ZIP=0.460, Synergy_Bliss=1.84, Synergy_Loewe=0.0666, Synergy_HSA=0.0841.